Dataset: Reaction yield outcomes from USPTO patents with 853,638 reactions. Task: Predict the reaction yield, written as a fraction of the theoretical maximum amount of product (1.0 means a 100% yield; for example, 0.34 means a 34% yield). (1) The reactants are [C:1]1(=[O:8])[O:7][C:5](=[O:6])[CH2:4][CH2:3][CH2:2]1.[Cl-].[Al+3].[Cl-].[Cl-].[C:13]([O:16][CH2:17][CH3:18])(=O)C. The catalyst is C1(OC)C=CC=CC=1. The product is [CH3:13][O:16][C:17]1[CH:18]=[CH:4][C:3]([C:5](=[O:6])[CH2:4][CH2:3][CH2:2][C:1]([OH:7])=[O:8])=[CH:2][CH:1]=1. The yield is 0.590. (2) The catalyst is [Br-].C[P+](C1C=CC=CC=1)(C1C=CC=CC=1)C1C=CC=CC=1. The reactants are [Cl:1][C:2]1[CH:3]=[C:4]([O:9][C:10]2[CH:17]=[CH:16][C:13]([CH:14]=O)=[CH:12][CH:11]=2)[CH:5]=[CH:6][C:7]=1[CH3:8].[H-].[Na+].[CH2:20]1COCC1. The yield is 0.513. The product is [Cl:1][C:2]1[CH:3]=[C:4]([O:9][C:10]2[CH:17]=[CH:16][C:13]([CH:14]=[CH2:20])=[CH:12][CH:11]=2)[CH:5]=[CH:6][C:7]=1[CH3:8].